Dataset: M1 muscarinic receptor agonist screen with 61,833 compounds. Task: Binary Classification. Given a drug SMILES string, predict its activity (active/inactive) in a high-throughput screening assay against a specified biological target. (1) The drug is S(=O)(=O)(N1CCC(CC1)C(=O)NCCCN1CCCC1=O)CCC. The result is 0 (inactive). (2) The drug is s1c(NC(=O)c2ccccc2)ccc1C. The result is 0 (inactive). (3) The drug is Clc1ccc(NC(=O)c2cc(F)ccc2)nc1. The result is 0 (inactive). (4) The molecule is O1C(CC(=O)NCCCN(CC)CC)C(=O)Nc2c1ccc(c2)C. The result is 0 (inactive). (5) The molecule is Clc1cc(N2CCN(C3=C(N4CC(CCC4)C(OCC)=O)C(=O)C3=O)CC2)ccc1. The result is 0 (inactive). (6) The compound is S(Cc1oc(cc1)C(OC)=O)c1sc(Nc2c(OC)cccc2)nn1. The result is 0 (inactive). (7) The compound is s1c2c(n(c(=O)n(CCC(=O)NCc3occc3)c2=O)CC(=O)Nc2c(cccc2C)C)cc1. The result is 0 (inactive). (8) The molecule is S(=O)(=O)(N1CCC(CC1)C(OCc1oc(nn1)c1ccccc1)=O)c1sccc1. The result is 0 (inactive). (9) The result is 0 (inactive). The compound is O=C(NC1CCCC1)c1c2n(nc1)c(c1CCCCc1n2)C.